The task is: Predict the product of the given reaction.. This data is from Forward reaction prediction with 1.9M reactions from USPTO patents (1976-2016). Given the reactants [CH3:1][S:2](Cl)(=[O:4])=[O:3].[NH2:6][C:7]1[CH:12]=[CH:11][C:10]([CH:13]([CH3:27])[C:14]([C:20]2[CH:25]=[CH:24][N:23]=[C:22]([Cl:26])[CH:21]=2)([OH:19])[C:15]([F:18])([F:17])[F:16])=[C:9]([Cl:28])[CH:8]=1, predict the reaction product. The product is: [Cl:28][C:9]1[CH:8]=[C:7]([NH:6][S:2]([CH3:1])(=[O:4])=[O:3])[CH:12]=[CH:11][C:10]=1[CH:13]([CH3:27])[C:14]([C:20]1[CH:25]=[CH:24][N:23]=[C:22]([Cl:26])[CH:21]=1)([OH:19])[C:15]([F:18])([F:17])[F:16].